From a dataset of Reaction yield outcomes from USPTO patents with 853,638 reactions. Predict the reaction yield, written as a fraction of the theoretical maximum amount of product (1.0 means a 100% yield; for example, 0.34 means a 34% yield). (1) The reactants are [NH2:1][C:2]1[C:11]([N+:12]([O-:14])=[O:13])=[CH:10][C:5]([C:6]([O:8][CH3:9])=[O:7])=[C:4](F)[C:3]=1[F:16].O1CCOCC1.[NH3:23]. The catalyst is O. The product is [NH2:23][C:4]1[C:3]([F:16])=[C:2]([NH2:1])[C:11]([N+:12]([O-:14])=[O:13])=[CH:10][C:5]=1[C:6]([O:8][CH3:9])=[O:7]. The yield is 0.920. (2) The reactants are Cl[C:2](Cl)([O:4]C(=O)OC(Cl)(Cl)Cl)Cl.C(N(CC)C(C)C)(C)C.C(Cl)Cl.[NH2:25][C:26]1[CH:27]=[CH:28][C:29]([CH3:48])=[C:30]([C:32]2[CH:41]=[C:40]3[C:35]([CH:36]=[C:37]([NH:42][C:43]([CH:45]4[CH2:47][CH2:46]4)=[O:44])[N:38]=[CH:39]3)=[CH:34][CH:33]=2)[CH:31]=1.[NH:49]1[CH2:54][CH2:53][O:52][CH:51]([CH2:55][OH:56])[CH2:50]1. No catalyst specified. The product is [CH:45]1([C:43]([NH:42][C:37]2[N:38]=[CH:39][C:40]3[C:35]([CH:36]=2)=[CH:34][CH:33]=[C:32]([C:30]2[CH:31]=[C:26]([NH:25][C:2]([N:49]4[CH2:54][CH2:53][O:52][CH:51]([CH2:55][OH:56])[CH2:50]4)=[O:4])[CH:27]=[CH:28][C:29]=2[CH3:48])[CH:41]=3)=[O:44])[CH2:46][CH2:47]1. The yield is 0.400. (3) The reactants are [CH3:1][S:2]([C:5]1[CH:10]=[CH:9][C:8]([N:11]2[CH:16]=[CH:15][C:14]([O:17][CH:18]3[CH2:23][CH2:22][N:21]([C:24]([O:26][C:27]4[CH:32]=[CH:31][C:30](Br)=[CH:29][C:28]=4[CH3:34])=[O:25])[CH2:20][CH2:19]3)=[CH:13][C:12]2=[O:35])=[CH:7][CH:6]=1)(=[O:4])=[O:3].[CH:36](/B(O)O)=[CH:37]/[CH3:38].C(=O)([O-])[O-].[Cs+].[Cs+]. The catalyst is CN(C=O)C.O. The product is [CH3:1][S:2]([C:5]1[CH:10]=[CH:9][C:8]([N:11]2[CH:16]=[CH:15][C:14]([O:17][CH:18]3[CH2:23][CH2:22][N:21]([C:24]([O:26][C:27]4[CH:32]=[CH:31][C:30](/[CH:36]=[CH:37]\[CH3:38])=[CH:29][C:28]=4[CH3:34])=[O:25])[CH2:20][CH2:19]3)=[CH:13][C:12]2=[O:35])=[CH:7][CH:6]=1)(=[O:4])=[O:3]. The yield is 0.720. (4) The reactants are Br[C:2]1[CH:3]=[C:4]2[C:9](=[CH:10][CH:11]=1)[CH:8]=[N:7][CH:6]=[C:5]2[Cl:12].C1(P(C2C=CC=CC=2)C2C=CC3C(=CC=CC=3)C=2C2C3C(=CC=CC=3)C=CC=2P(C2C=CC=CC=2)C2C=CC=CC=2)C=CC=CC=1.CC(C)([O-])C.[Na+].[NH:65]1[CH2:70][CH2:69][NH:68][CH2:67][C:66]1=[O:71]. The catalyst is O1CCOCC1. The product is [Cl:12][C:5]1[C:4]2[C:9](=[CH:10][CH:11]=[C:2]([N:68]3[CH2:69][CH2:70][NH:65][C:66](=[O:71])[CH2:67]3)[CH:3]=2)[CH:8]=[N:7][CH:6]=1. The yield is 0.530. (5) The reactants are C(O[BH-](OC(=O)C)OC(=O)C)(=O)C.[Na+].[S:15]1[CH:19]=[CH:18][C:17]([C:20]2[CH:27]=[CH:26][C:23]([CH:24]=O)=[CH:22][CH:21]=2)=[CH:16]1.Cl.[NH2:29][CH2:30][C:31]([N:33]1[CH2:38][CH2:37][N:36]([C:39](=[O:51])[C:40]2[CH:45]=[C:44]([F:46])[CH:43]=[CH:42][C:41]=2[C:47]([F:50])([F:49])[F:48])[CH2:35][CH2:34]1)=[O:32].FC1C=CC(C(F)(F)F)=C(C=1)C(O)=O.C(=O)(O)[O-].[Na+]. The catalyst is ClCCCl.O. The product is [F:46][C:44]1[CH:43]=[CH:42][C:41]([C:47]([F:49])([F:48])[F:50])=[C:40]([CH:45]=1)[C:39]([N:36]1[CH2:37][CH2:38][N:33]([C:31](=[O:32])[CH2:30][NH:29][CH2:24][C:23]2[CH:26]=[CH:27][C:20]([C:17]3[CH:18]=[CH:19][S:15][CH:16]=3)=[CH:21][CH:22]=2)[CH2:34][CH2:35]1)=[O:51]. The yield is 0.190. (6) The reactants are [CH3:1][O:2][C:3](=[O:20])[C:4]1[CH:9]=[CH:8][C:7]([NH:10][C:11]2[CH:16]=[CH:15][C:14]([C:17]#[N:18])=[CH:13][C:12]=2[NH2:19])=[CH:6][CH:5]=1.[C:21](Cl)(=[O:23])[CH3:22].C([O-])([O-])=O.[K+].[K+]. No catalyst specified. The product is [CH3:1][O:2][C:3](=[O:20])[C:4]1[CH:5]=[CH:6][C:7]([NH:10][C:11]2[CH:16]=[CH:15][C:14]([C:17]#[N:18])=[CH:13][C:12]=2[NH:19][C:21](=[O:23])[CH3:22])=[CH:8][CH:9]=1. The yield is 0.860.